This data is from Experimentally validated miRNA-target interactions with 360,000+ pairs, plus equal number of negative samples. The task is: Binary Classification. Given a miRNA mature sequence and a target amino acid sequence, predict their likelihood of interaction. (1) The miRNA is hsa-miR-4649-3p with sequence UCUGAGGCCUGCCUCUCCCCA. The protein sequence of the target gene is MPGVIPSESNGLSRGSPSKKNRLSLKFFQKKETKRALDFTDSQENEEKASEYRASEIDQVVPAAQSSPINCEKRENLLPFVGLNNLGNTCYLNSILQVLYFCPGFKSGVKHLFNIISRKKEALKDEANQKDKGNCKEDSLASYELICSLQSLIISVEQLQASFLLNPEKYTDELATQPRRLLNTLRELNPMYEGYLQHDAQEVLQCILGNIQETCQLLKKEEVKNVAELPTKVEEIPHPKEEMNGINSIEMDSMRHSEDFKEKLPKGNGKRKSDTEFGNMKKKVKLSKEHQSLEENQRQT.... Result: 1 (interaction). (2) The miRNA is hsa-miR-634 with sequence AACCAGCACCCCAACUUUGGAC. The protein sequence of the target gene is MGPRLSVWLLLLFAALLLHEERSRAAAKGDCGGSGCGKCDCHGVKGQKGERGLPGLQGVIGFPGMQGPEGPHGPPGQKGDAGEPGLPGTKGTRGPPGAAGYPGNPGLPGIPGQDGPPGPPGIPGCNGTKGERGPLGPPGLPGFSGNPGPPGLPGMKGDPGEILGHVPGTLLKGERGFPGIPGMPGSPGLPGLQGPVGPPGFTGPPGPPGPPGPPGEKGQMGSSFQGPKGDKGEQGVSGPPGVPGQAQVKEKGDFAPTGEKGQKGEPGFPGVPGYGEKGEPGKQGPRGKPGKDGEKGERGS.... Result: 0 (no interaction). (3) The miRNA is mmu-miR-759 with sequence GCAGAGUGCAAACAAUUUUGAC. The protein sequence of the target gene is MPVINIEDLTEKDKLKMEVDQLKKEVTLERMMVSKCCEEVRDYIEERSGEDPLVKGIPEDKNPFKELKGGCVIS. Result: 1 (interaction). (4) The miRNA is hsa-miR-365b-3p with sequence UAAUGCCCCUAAAAAUCCUUAU. The protein sequence of the target gene is METSSMLSSLNDECKSDNYIEPHYKEWYRVAIDILIEHGLEAYQEFLVQERVSDFLAEEEINYILKNVQKVAQSTAHGTDDSCDDTLSSGTYWPVESDVEAPNLDLGWPYVMPGLLGGTHIDLLFHPPRAHLLTIKETIRKMIKEARKVIALVMDIFTDVDIFKEIVEASTRGVSVYILLDESNFNHFLNMTEKQGCSVQRLRNIRVRTVKGQDYLSKTGAKFHGKMEQKFLLVDCQKVMYGSYSYMWSFEKAHLSMVQIITGQLVESFDEEFRTLYARSCVPSSFAQEESARVKHGKAL.... Result: 0 (no interaction). (5) The protein sequence of the target gene is MSVGRRRVKLLGILMMANVFIYLIVEVSKNSSQDKNGKGGVIIPKEKFWKPPSTPRAYWNREQEKLNRWYNPILNRVANQTGELATSPNTSHLSYCEPDSTVMTAVTDFNNLPDRFKDFLLYLRCRNYSLLIDQPKKCAKKPFLLLAIKSLIPHFARRQAIRESWGRETNVGNQTVVRVFLLGKTPPEDNHPDLSDMLKFESDKHQDILMWNYRDTFFNLSLKEVLFLRWVSTSCPDAEFVFKGDDDVFVNTHHILNYLNSLSKSKAKDLFIGDVIHNAGPHRDKKLKYYIPEVFYTGVY.... Result: 0 (no interaction). The miRNA is rno-miR-100-5p with sequence AACCCGUAGAUCCGAACUUGUG.